The task is: Predict which catalyst facilitates the given reaction.. This data is from Catalyst prediction with 721,799 reactions and 888 catalyst types from USPTO. (1) Reactant: [C:1]([OH:7])(=[O:6])[CH2:2][C:3]([OH:5])=[O:4].[CH2:8]([K])[CH3:9].[Mg+2].[Cl-].[Cl-].[CH:14]1([CH2:20][CH:21]2[CH2:26][CH:25]([C:27]([OH:29])=O)[CH2:24][CH2:23][N:22]2[C:30]([O:32][CH3:33])=[O:31])[CH2:19][CH2:18][CH2:17][CH2:16][CH2:15]1.C(N1C=CN=C1)(N1[CH:40]=[CH:39]N=C1)=O. Product: [CH:14]1([CH2:20][C@H:21]2[CH2:26][C@H:25]([C:3](=[O:5])[CH2:2][C:1]([O:7][CH2:8][CH3:9])=[O:6])[CH2:24][CH2:23][N:22]2[C:30]([O:32][CH3:33])=[O:31])[CH2:15][CH2:16][CH2:17][CH2:18][CH2:19]1.[CH:14]1([CH2:20][C@H:21]2[CH2:26][C@@H:25]([C:27](=[O:29])[CH2:2][C:3]([O:5][CH2:39][CH3:40])=[O:4])[CH2:24][CH2:23][N:22]2[C:30]([O:32][CH3:33])=[O:31])[CH2:15][CH2:16][CH2:17][CH2:18][CH2:19]1. The catalyst class is: 1. (2) Reactant: Br[C:2]1[CH:11]=[CH:10][C:5]([C:6]([O:8][CH3:9])=[O:7])=[CH:4][N:3]=1.[Si:12]([O:19][CH:20]1[CH2:25][CH2:24][N:23]([C:26]2[CH:31]=[CH:30][C:29](B3OC(C)(C)C(C)(C)O3)=[CH:28][N:27]=2)[CH2:22][CH2:21]1)([C:15]([CH3:18])([CH3:17])[CH3:16])([CH3:14])[CH3:13].C(=O)([O-])[O-].[Na+].[Na+]. Product: [Si:12]([O:19][CH:20]1[CH2:25][CH2:24][N:23]([C:26]2[N:27]=[CH:28][C:29]([C:2]3[CH:11]=[CH:10][C:5]([C:6]([O:8][CH3:9])=[O:7])=[CH:4][N:3]=3)=[CH:30][CH:31]=2)[CH2:22][CH2:21]1)([C:15]([CH3:18])([CH3:16])[CH3:17])([CH3:14])[CH3:13]. The catalyst class is: 128. (3) Product: [CH3:23][C:24]1[CH:29]=[CH:28][CH:27]=[C:26]([CH3:30])[C:25]=1[O:1][CH:2]1[CH2:7][CH2:6][N:5]([CH2:8][C:9]2[CH:18]=[CH:17][C:12]([C:13]([O:15][CH3:16])=[O:14])=[CH:11][C:10]=2[O:19][CH:20]([CH3:22])[CH3:21])[CH2:4][CH2:3]1. The catalyst class is: 305. Reactant: [OH:1][CH:2]1[CH2:7][CH2:6][N:5]([CH2:8][C:9]2[CH:18]=[CH:17][C:12]([C:13]([O:15][CH3:16])=[O:14])=[CH:11][C:10]=2[O:19][CH:20]([CH3:22])[CH3:21])[CH2:4][CH2:3]1.[CH3:23][C:24]1[CH:29]=[CH:28][CH:27]=[C:26]([CH3:30])[C:25]=1O.C(P(CCCC)CCCC)CCC.N(C(N1CCCCC1)=O)=NC(N1CCCCC1)=O. (4) Reactant: [CH3:1][N:2]1[C:6]([C:7]2[CH:19]=[N:18][C:17]3[C:16]4[CH:15]=[C:14]([O:20][CH3:21])[C:13]([C:22]([O:24][CH3:25])=[O:23])=[CH:12][C:11]=4[NH:10][C:9]=3[CH:8]=2)=[C:5]([CH3:26])[N:4]=[N:3]1.[F:27][C:28]1[CH:33]=[CH:32][C:31]([C@@H:34]([CH:36]2[CH2:41][CH2:40][O:39][CH2:38][CH2:37]2)O)=[CH:30][CH:29]=1.C1(P(C2C=CC=CC=2)C2C=CC=CC=2)C=CC=CC=1.CC(OC(/N=N/C(OC(C)C)=O)=O)C. Product: [CH3:1][N:2]1[C:6]([C:7]2[CH:19]=[N:18][C:17]3[C:16]4[CH:15]=[C:14]([O:20][CH3:21])[C:13]([C:22]([O:24][CH3:25])=[O:23])=[CH:12][C:11]=4[N:10]([C@H:34]([C:31]4[CH:30]=[CH:29][C:28]([F:27])=[CH:33][CH:32]=4)[CH:36]4[CH2:41][CH2:40][O:39][CH2:38][CH2:37]4)[C:9]=3[CH:8]=2)=[C:5]([CH3:26])[N:4]=[N:3]1. The catalyst class is: 11. (5) Reactant: [CH3:1][C:2]1[CH:3]=[CH:4][C:5]([S:8]([OH:11])(=[O:10])=[O:9])=[CH:6][CH:7]=1.[F:12][C:13]([F:23])([F:22])[C:14]([C:18]([F:21])([F:20])[F:19])([OH:17])[CH2:15]O.Cl.C1(C)C=CC=CC=1. Product: [F:12][C:13]([F:22])([F:23])[C:14]([C:18]([F:19])([F:21])[F:20])([OH:17])[CH2:15][O:9][S:8]([C:5]1[CH:4]=[CH:3][C:2]([CH3:1])=[CH:7][CH:6]=1)(=[O:11])=[O:10]. The catalyst class is: 17. (6) Reactant: [C:1]([NH:3][CH3:4])#[CH:2].[Cl:5][C:6]1[C:11]([CH:12]=O)=[C:10]([F:14])[C:9]([CH3:15])=[CH:8][CH:7]=1.C(O[BH-](OC(=O)C)OC(=O)C)(=O)C.[Na+].C(O)(=O)C. Product: [Cl:5][C:6]1[C:11]([CH2:12][N:3]([C:1]#[CH:2])[CH3:4])=[C:10]([F:14])[C:9]([CH3:15])=[CH:8][CH:7]=1. The catalyst class is: 2. (7) Reactant: [ClH:1].Cl.C(OC([N:10]1[CH2:15][C@H:14]([CH3:16])[N:13]([C:17](=[O:34])[C:18]2[CH:23]=[CH:22][C:21]([O:24][CH2:25][CH2:26][CH2:27][N:28]3[CH2:33][CH2:32][CH2:31][CH2:30][CH2:29]3)=[CH:20][CH:19]=2)[C@H:12]([CH3:35])[CH2:11]1)=O)(C)(C)C.Cl.O1CCOCC1. Product: [ClH:1].[ClH:1].[CH3:35][C@@H:12]1[CH2:11][NH:10][CH2:15][C@H:14]([CH3:16])[N:13]1[C:17](=[O:34])[C:18]1[CH:19]=[CH:20][C:21]([O:24][CH2:25][CH2:26][CH2:27][N:28]2[CH2:33][CH2:32][CH2:31][CH2:30][CH2:29]2)=[CH:22][CH:23]=1. The catalyst class is: 2.